This data is from Reaction yield outcomes from USPTO patents with 853,638 reactions. The task is: Predict the reaction yield, written as a fraction of the theoretical maximum amount of product (1.0 means a 100% yield; for example, 0.34 means a 34% yield). (1) The reactants are C([N:4](C(C)C)CC)(C)C.C(O)(=[O:12])C.C(O)(=O)C.[NH2:18][CH2:19][CH2:20][CH2:21][CH2:22][C:23]1[CH:28]=[CH:27][C:26]([CH2:29][CH2:30][CH2:31][CH2:32][N:33]([CH2:49][C@H:50]([OH:63])[C:51]2[CH:56]=[CH:55][C:54]([OH:57])=[C:53]([NH:58][S:59]([CH3:62])(=[O:61])=[O:60])[CH:52]=2)[CH2:34][C@@H:35]([C:37]2[CH:38]=[CH:39][C:40]([OH:48])=[C:41]([NH:43][S:44]([CH3:47])(=[O:46])=[O:45])[CH:42]=2)[OH:36])=[CH:25][CH:24]=1.I.[NH2:65][C:66]1[C:67]([C:74]([NH:76][C:77](=[NH:80])SC)=[O:75])=[N:68][C:69]([Cl:73])=[C:70]([NH2:72])[N:71]=1. The catalyst is C(O)C. The product is [OH-:12].[NH4+:4].[NH2:65][C:66]1[C:67]([C:74]([N:76]=[C:77]([NH2:80])[NH:18][CH2:19][CH2:20][CH2:21][CH2:22][C:23]2[CH:24]=[CH:25][C:26]([CH2:29][CH2:30][CH2:31][CH2:32][N:33]([CH2:49][C@H:50]([OH:63])[C:51]3[CH:56]=[CH:55][C:54]([OH:57])=[C:53]([NH:58][S:59]([CH3:62])(=[O:60])=[O:61])[CH:52]=3)[CH2:34][C@@H:35]([C:37]3[CH:38]=[CH:39][C:40]([OH:48])=[C:41]([NH:43][S:44]([CH3:47])(=[O:46])=[O:45])[CH:42]=3)[OH:36])=[CH:27][CH:28]=2)=[O:75])=[N:68][C:69]([Cl:73])=[C:70]([NH2:72])[N:71]=1. The yield is 0.000100. (2) The reactants are [CH:1]1([CH2:7][CH2:8][CH2:9][C:10]2([CH3:34])[C:19]3[C:14](=[CH:15][CH:16]=[CH:17][CH:18]=3)[C:13]([OH:20])=[C:12]([C:21]3[NH:26][C:25]4[CH:27]=[CH:28][CH:29]=[CH:30][C:24]=4[S:23](=[O:32])(=[O:31])[N:22]=3)[C:11]2=[O:33])[CH2:6][CH2:5][CH2:4][CH2:3][CH2:2]1.[OH-].[Na+:36]. The catalyst is O. The product is [CH:1]1([CH2:7][CH2:8][CH2:9][C:10]2([CH3:34])[C:19]3[C:14](=[CH:15][CH:16]=[CH:17][CH:18]=3)[C:13]([O-:20])=[C:12]([C:21]3[NH:26][C:25]4[CH:27]=[CH:28][CH:29]=[CH:30][C:24]=4[S:23](=[O:32])(=[O:31])[N:22]=3)[C:11]2=[O:33])[CH2:6][CH2:5][CH2:4][CH2:3][CH2:2]1.[Na+:36]. The yield is 0.990. (3) The reactants are Cl.[CH3:2][C@@:3]([S:31]([CH3:34])(=[O:33])=[O:32])([CH2:14][CH2:15][N:16]1[CH:21]=[CH:20][C:19](/[CH:22]=[CH:23]/[C:24]2[CH:29]=[CH:28][CH:27]=[CH:26][CH:25]=2)=[CH:18][C:17]1=[O:30])[C:4]([NH:6][O:7]C1CCCCO1)=[O:5]. The catalyst is ClCCl.CO. The product is [OH:7][NH:6][C:4](=[O:5])[C@:3]([CH3:2])([S:31]([CH3:34])(=[O:33])=[O:32])[CH2:14][CH2:15][N:16]1[CH:21]=[CH:20][C:19](/[CH:22]=[CH:23]/[C:24]2[CH:25]=[CH:26][CH:27]=[CH:28][CH:29]=2)=[CH:18][C:17]1=[O:30]. The yield is 0.760. (4) The reactants are C([O:8][C:9]1[C:10]([O:32][CH2:33][O:34][P:35]([O:45]CC2C=CC=CC=2)([O:37]CC2C=CC=CC=2)=[O:36])=[C:11]([C:27]([O:29][CH2:30][CH3:31])=[O:28])[N:12]([C:19]2[CH:24]=[CH:23][C:22]([O:25][CH3:26])=[CH:21][CH:20]=2)[C:13]=1[C:14](=[O:18])[N:15]([CH3:17])[CH3:16])C1C=CC=CC=1. The catalyst is CO.[Pd]. The product is [CH3:17][N:15]([CH3:16])[C:14]([C:13]1[N:12]([C:19]2[CH:24]=[CH:23][C:22]([O:25][CH3:26])=[CH:21][CH:20]=2)[C:11]([C:27]([O:29][CH2:30][CH3:31])=[O:28])=[C:10]([O:32][CH2:33][O:34][P:35]([OH:37])([OH:45])=[O:36])[C:9]=1[OH:8])=[O:18]. The yield is 0.930. (5) The reactants are [F:1][CH:2]([F:27])[C:3]1[CH:4]=[CH:5][C:6]([F:26])=[C:7]([C:9]2[CH:14]=[CH:13][C:12]([C:15](OC)=[O:16])=[CH:11][C:10]=2[CH:19]2[CH2:23][CH2:22][CH2:21][C:20]2([CH3:25])[CH3:24])[CH:8]=1.[H-].[H-].[H-].[H-].[Li+].[Al+3].[OH-].[Na+]. The catalyst is C1COCC1. The product is [F:27][CH:2]([F:1])[C:3]1[CH:4]=[CH:5][C:6]([F:26])=[C:7]([C:9]2[CH:14]=[CH:13][C:12]([CH2:15][OH:16])=[CH:11][C:10]=2[CH:19]2[CH2:23][CH2:22][CH2:21][C:20]2([CH3:24])[CH3:25])[CH:8]=1. The yield is 0.770. (6) The reactants are [F:1][C:2]1[CH:7]=[CH:6][C:5]([C:8]2[C:9]3[N:10]([C:22]([CH:25]=O)=[CH:23][CH:24]=3)[N:11]=[C:12]([CH:19]([CH3:21])[CH3:20])[C:13]=2[C:14]([O:16][CH2:17][CH3:18])=[O:15])=[CH:4][CH:3]=1.Cl.[NH2:28]O.C([O-])=O.[Na+]. The catalyst is C(O)=O. The product is [C:25]([C:22]1[N:10]2[N:11]=[C:12]([CH:19]([CH3:20])[CH3:21])[C:13]([C:14]([O:16][CH2:17][CH3:18])=[O:15])=[C:8]([C:5]3[CH:4]=[CH:3][C:2]([F:1])=[CH:7][CH:6]=3)[C:9]2=[CH:24][CH:23]=1)#[N:28]. The yield is 0.726. (7) The reactants are [CH3:1][NH:2][C@H:3]([CH2:5]/[CH:6]=[CH:7]/[C:8]1[CH:9]=[N:10][CH:11]=[C:12]([O:14][CH:15]([CH3:17])[CH3:16])[CH:13]=1)[CH3:4].[O:18]=[C:19]([OH:31])[C@@H:20]([C@H:22]([C@H:24]([C@@H:26]([C:28]([OH:30])=[O:29])[OH:27])[OH:25])[OH:23])[OH:21].O. The catalyst is C(O)C. The product is [O:18]=[C:19]([OH:31])[C@@H:20]([C@H:22]([C@H:24]([C@@H:26]([C:28]([OH:30])=[O:29])[OH:27])[OH:25])[OH:23])[OH:21].[CH3:1][NH:2][C@H:3]([CH2:5]/[CH:6]=[CH:7]/[C:8]1[CH:9]=[N:10][CH:11]=[C:12]([O:14][CH:15]([CH3:17])[CH3:16])[CH:13]=1)[CH3:4].[CH3:1][NH:2][C@H:3]([CH2:5]/[CH:6]=[CH:7]/[C:8]1[CH:9]=[N:10][CH:11]=[C:12]([O:14][CH:15]([CH3:17])[CH3:16])[CH:13]=1)[CH3:4]. The yield is 0.260. (8) The reactants are [NH2:1][C:2]1[C:11]2[C:6](=[C:7](Br)[CH:8]=[CH:9][CH:10]=2)[N:5]=[N:4][C:3]=1[C:13]([NH:15][CH2:16][CH2:17][CH3:18])=[O:14].[CH3:19][O:20][C:21]1[CH:26]=[CH:25][C:24](B(O)O)=[C:23]([C:30]([F:33])([F:32])[F:31])[CH:22]=1. No catalyst specified. The product is [NH2:1][C:2]1[C:11]2[C:6](=[C:7]([C:24]3[CH:25]=[CH:26][C:21]([O:20][CH3:19])=[CH:22][C:23]=3[C:30]([F:31])([F:32])[F:33])[CH:8]=[CH:9][CH:10]=2)[N:5]=[N:4][C:3]=1[C:13]([NH:15][CH2:16][CH2:17][CH3:18])=[O:14]. The yield is 0.820. (9) The reactants are [C:1]([O:5][C:6]([NH:8][C@H:9]([C:22]([O:24][CH3:25])=[O:23])[CH2:10][C:11]1[S:12][C:13]([CH2:16][CH2:17][CH2:18][CH:19]([OH:21])[CH3:20])=[CH:14][CH:15]=1)=[O:7])([CH3:4])([CH3:3])[CH3:2].[Cr](O[Cr]([O-])(=O)=O)([O-])(=O)=O.[NH+]1C=CC=CC=1.[NH+]1C=CC=CC=1. The catalyst is C(Cl)Cl. The product is [C:1]([O:5][C:6]([NH:8][C@H:9]([C:22]([O:24][CH3:25])=[O:23])[CH2:10][C:11]1[S:12][C:13]([CH2:16][CH2:17][CH2:18][C:19](=[O:21])[CH3:20])=[CH:14][CH:15]=1)=[O:7])([CH3:4])([CH3:2])[CH3:3]. The yield is 0.680.